Dataset: HIV replication inhibition screening data with 41,000+ compounds from the AIDS Antiviral Screen. Task: Binary Classification. Given a drug SMILES string, predict its activity (active/inactive) in a high-throughput screening assay against a specified biological target. (1) The drug is OCC12C3C4C1C1C2C3C41CO. The result is 0 (inactive). (2) The drug is O=C(O)CCc1ccc2c(c1)C(=O)CC2. The result is 0 (inactive). (3) The molecule is CCN(CC)CCN1CC(=O)N2Cc3ccccc3CN2C(=O)C1. The result is 0 (inactive). (4) The molecule is O=S(=O)(O)c1ccc2c(N=Nc3cccc4ccccc34)c(O)c(S(=O)(=O)O)cc2c1. The result is 0 (inactive). (5) The drug is Cl.NC12CC3CC(C1)CC(Cl)(C3)C2. The result is 0 (inactive). (6) The compound is CC(=O)Nc1ccc(-c2nnc(SCC(=O)Nc3cccc([N+](=O)[O-])c3)o2)cc1. The result is 0 (inactive).